The task is: Regression. Given a peptide amino acid sequence and an MHC pseudo amino acid sequence, predict their binding affinity value. This is MHC class II binding data.. This data is from Peptide-MHC class II binding affinity with 134,281 pairs from IEDB. (1) The peptide sequence is YIARFKMFPEVKEK. The MHC is HLA-DQA10301-DQB10302 with pseudo-sequence HLA-DQA10301-DQB10302. The binding affinity (normalized) is 0.241. (2) The peptide sequence is YDIFLANVSTVLTGK. The MHC is DRB3_0202 with pseudo-sequence DRB3_0202. The binding affinity (normalized) is 0.835. (3) The peptide sequence is KINDKCPSTGEAHLA. The MHC is DRB4_0101 with pseudo-sequence DRB4_0103. The binding affinity (normalized) is 0.100. (4) The peptide sequence is LYNNADGDFAIVKF. The MHC is DRB1_0301 with pseudo-sequence DRB1_0301. The binding affinity (normalized) is 0. (5) The peptide sequence is ENLTLKHLNPCDYVA. The MHC is DRB1_0101 with pseudo-sequence DRB1_0101. The binding affinity (normalized) is 0.574. (6) The peptide sequence is YDKFLANVKTVLTGK. The MHC is DRB1_1101 with pseudo-sequence DRB1_1101. The binding affinity (normalized) is 0.747. (7) The peptide sequence is PWMQVPLEVKREACP. The MHC is DRB1_0701 with pseudo-sequence DRB1_0701. The binding affinity (normalized) is 0.307. (8) The peptide sequence is CFKYILIQAGFDQRL. The MHC is DRB1_0404 with pseudo-sequence DRB1_0404. The binding affinity (normalized) is 0.697. (9) The peptide sequence is DLVANQPNLKALREK. The MHC is DRB5_0101 with pseudo-sequence DRB5_0101. The binding affinity (normalized) is 0.757.